Task: Predict the reaction yield, written as a fraction of the theoretical maximum amount of product (1.0 means a 100% yield; for example, 0.34 means a 34% yield).. Dataset: Reaction yield outcomes from USPTO patents with 853,638 reactions (1) The catalyst is C1(C)C=CC=CC=1.C1C=CC(/C=C/C(/C=C/C2C=CC=CC=2)=O)=CC=1.C1C=CC(/C=C/C(/C=C/C2C=CC=CC=2)=O)=CC=1.C1C=CC(/C=C/C(/C=C/C2C=CC=CC=2)=O)=CC=1.[Pd].[Pd]. The reactants are [NH:1]1[CH2:5][CH2:4][C:3]2([CH2:10][CH:9]3[CH2:11][N:6]2[CH2:7][CH2:8]3)[CH2:2]1.C1(P(C2C=CC=CC=2)C2C=CC3C(=CC=CC=3)C=2C2C3C(=CC=CC=3)C=CC=2P(C2C=CC=CC=2)C2C=CC=CC=2)C=CC=CC=1.CC(C)([O-])C.[K+].Br[C:65]1[CH:66]=[N:67][CH:68]=[N:69][CH:70]=1. The product is [N:67]1[CH:66]=[C:65]([N:1]2[CH2:5][CH2:4][C:3]3([CH2:10][CH:9]4[CH2:11][N:6]3[CH2:7][CH2:8]4)[CH2:2]2)[CH:70]=[N:69][CH:68]=1. The yield is 0.320. (2) The reactants are [N+:1]([C:4]1[CH:9]=[CH:8][CH:7]=[CH:6][C:5]=1[C:10]1[N:11]=[C:12]([C:15]2[CH:20]=[CH:19][CH:18]=[CH:17][CH:16]=2)[S:13][CH:14]=1)([O-])=O. The catalyst is O1CCCC1.[Ni]. The product is [C:15]1([C:12]2[S:13][CH:14]=[C:10]([C:5]3[CH:6]=[CH:7][CH:8]=[CH:9][C:4]=3[NH2:1])[N:11]=2)[CH:16]=[CH:17][CH:18]=[CH:19][CH:20]=1. The yield is 0.980. (3) The reactants are [Br:1][C:2]1[C:3](Cl)=[N:4][C:5]2[C:10]([CH:11]=1)=[CH:9][CH:8]=[C:7]([Cl:12])[CH:6]=2.O.[NH2:15][NH2:16]. The catalyst is CCO. The product is [Br:1][C:2]1[C:3]([NH:15][NH2:16])=[N:4][C:5]2[C:10]([CH:11]=1)=[CH:9][CH:8]=[C:7]([Cl:12])[CH:6]=2. The yield is 0.770. (4) The reactants are Br[C:2]1[CH:3]=[C:4]2[C:9](=[CH:10][CH:11]=1)[N:8]=[C:7]([C:12]1[CH:17]=[CH:16][CH:15]=[CH:14][C:13]=1[OH:18])[N:6]=[C:5]2[NH:19][C@H:20]1[CH2:24][CH2:23][N:22]([C:25]([O:27][C:28]([CH3:31])([CH3:30])[CH3:29])=[O:26])[CH2:21]1.[CH2:32]([OH:35])[C:33]#[CH:34].C(N(CC)CC)C. The catalyst is C1COCC1.C1C=CC([P]([Pd]([P](C2C=CC=CC=2)(C2C=CC=CC=2)C2C=CC=CC=2)([P](C2C=CC=CC=2)(C2C=CC=CC=2)C2C=CC=CC=2)[P](C2C=CC=CC=2)(C2C=CC=CC=2)C2C=CC=CC=2)(C2C=CC=CC=2)C2C=CC=CC=2)=CC=1. The product is [OH:18][C:13]1[CH:14]=[CH:15][CH:16]=[CH:17][C:12]=1[C:7]1[N:6]=[C:5]([NH:19][C@H:20]2[CH2:24][CH2:23][N:22]([C:25]([O:27][C:28]([CH3:30])([CH3:31])[CH3:29])=[O:26])[CH2:21]2)[C:4]2[C:9](=[CH:10][CH:11]=[C:2]([C:34]#[C:33][CH2:32][OH:35])[CH:3]=2)[N:8]=1. The yield is 0.420. (5) The reactants are [CH3:1][CH:2]([NH:9][CH:10]1[CH2:15][CH2:14][N:13]([CH3:16])[CH2:12][CH2:11]1)[C:3]1[CH:8]=[CH:7][CH:6]=[CH:5][CH:4]=1.[CH3:17][O:18][C:19]1[CH:24]=[CH:23][C:22]([CH2:25][C:26](Cl)=[O:27])=[CH:21][CH:20]=1. The catalyst is ClCCl. The product is [CH3:17][O:18][C:19]1[CH:24]=[CH:23][C:22]([CH2:25][C:26]([N:9]([CH:2]([CH3:1])[C:3]2[CH:8]=[CH:7][CH:6]=[CH:5][CH:4]=2)[CH:10]2[CH2:15][CH2:14][N:13]([CH3:16])[CH2:12][CH2:11]2)=[O:27])=[CH:21][CH:20]=1. The yield is 0.700.